Dataset: Full USPTO retrosynthesis dataset with 1.9M reactions from patents (1976-2016). Task: Predict the reactants needed to synthesize the given product. (1) Given the product [OH:32][NH:31][C:4](=[O:3])[CH2:5][N:6]1[C:14]2[CH:13]=[C:12]3[NH:15][C:16]([C:18]4[C:26]5[C:21](=[CH:22][CH:23]=[CH:24][CH:25]=5)[NH:20][N:19]=4)=[N:17][C:11]3=[CH:10][C:9]=2[C:8]([CH3:28])([CH3:27])[C:7]1=[O:29], predict the reactants needed to synthesize it. The reactants are: C([O:3][C:4](=O)[CH2:5][N:6]1[C:14]2[CH:13]=[C:12]3[NH:15][C:16]([C:18]4[C:26]5[C:21](=[CH:22][CH:23]=[CH:24][CH:25]=5)[NH:20][N:19]=4)=[N:17][C:11]3=[CH:10][C:9]=2[C:8]([CH3:28])([CH3:27])[C:7]1=[O:29])C.[NH2:31][OH:32].[OH-].[K+]. (2) Given the product [NH:1]1[C:9]2[C:4](=[CH:5][CH:6]=[CH:7][CH:8]=2)[C:3](/[CH:10]=[CH:11]/[C:12]([OH:14])=[O:13])=[N:2]1, predict the reactants needed to synthesize it. The reactants are: [NH:1]1[C:9]2[C:4](=[CH:5][CH:6]=[CH:7][CH:8]=2)[C:3](/[CH:10]=[CH:11]/[C:12]([O:14]C)=[O:13])=[N:2]1.[OH-].[Li+].Cl. (3) Given the product [C:23]1([S:20]([NH:19][C:15]2[CH:14]=[C:13]([CH:18]=[CH:17][CH:16]=2)[C:12]([NH:11][C:8]2[CH:7]=[CH:6][C:5]([C:4]([OH:30])=[O:3])=[CH:10][CH:9]=2)=[O:29])(=[O:22])=[O:21])[CH:24]=[CH:25][CH:26]=[CH:27][CH:28]=1, predict the reactants needed to synthesize it. The reactants are: C([O:3][C:4](=[O:30])[C:5]1[CH:10]=[CH:9][C:8]([NH:11][C:12](=[O:29])[C:13]2[CH:18]=[CH:17][CH:16]=[C:15]([NH:19][S:20]([C:23]3[CH:28]=[CH:27][CH:26]=[CH:25][CH:24]=3)(=[O:22])=[O:21])[CH:14]=2)=[CH:7][CH:6]=1)C.[OH-].[K+].Cl. (4) Given the product [Br:1][C:2]1[CH:7]=[CH:6][C:5]([O:8][CH2:14][CH2:15][CH:16]2[CH2:19][N:18]([C:20]([O:22][C:23]([CH3:24])([CH3:26])[CH3:25])=[O:21])[CH2:17]2)=[C:4]([C:9]([F:10])([F:11])[F:12])[CH:3]=1, predict the reactants needed to synthesize it. The reactants are: [Br:1][C:2]1[CH:7]=[CH:6][C:5]([OH:8])=[C:4]([C:9]([F:12])([F:11])[F:10])[CH:3]=1.O[CH2:14][CH2:15][CH:16]1[CH2:19][N:18]([C:20]([O:22][C:23]([CH3:26])([CH3:25])[CH3:24])=[O:21])[CH2:17]1.C1(P(C2C=CC=CC=2)C2C=CC=CC=2)C=CC=CC=1.CC(OC(/N=N/C(OC(C)C)=O)=O)C. (5) Given the product [CH3:18][O:17][C:12]1[CH:13]=[C:14]2[C:9](=[CH:10][CH:11]=1)[CH:8]=[C:7]([CH:22]=[O:23])[CH:16]=[CH:15]2, predict the reactants needed to synthesize it. The reactants are: C([Li])CCC.Br[C:7]1[CH:16]=[CH:15][C:14]2[C:9](=[CH:10][CH:11]=[C:12]([O:17][CH3:18])[CH:13]=2)[CH:8]=1.CN([CH:22]=[O:23])C.